This data is from Aqueous solubility values for 9,982 compounds from the AqSolDB database. The task is: Regression/Classification. Given a drug SMILES string, predict its absorption, distribution, metabolism, or excretion properties. Task type varies by dataset: regression for continuous measurements (e.g., permeability, clearance, half-life) or binary classification for categorical outcomes (e.g., BBB penetration, CYP inhibition). For this dataset (solubility_aqsoldb), we predict Y. (1) The compound is C=CCOCC=C. The Y is -0.0206 log mol/L. (2) The drug is CF. The Y is -0.176 log mol/L. (3) The drug is Cc1ccc(NS(=O)(=O)c2cc(NNC3=C4C(=O)C=C(S(=O)(=O)[O-])C=C4C=CC3=N)ccc2Cl)c(C)c1.[Na+]. The Y is -0.631 log mol/L. (4) The molecule is CN(C)C1C(O)=C(C(N)=O)C(=O)C2(O)C(O)=C3C(=O)c4c(O)ccc(Cl)c4C(O)C3CC12. The Y is -2.52 log mol/L. (5) The compound is COc1ccc(/C=C/C(=O)OCCC(C)C)cc1. The Y is -5.49 log mol/L. (6) The compound is C/C=C\CO. The Y is 0.362 log mol/L. (7) The Y is -9.42 log mol/L. The molecule is CC(C)CCCCCCCOC(=O)c1ccccc1C(=O)OCCCCCCCC(C)C. (8) The molecule is OCC1OC2OC(C(Cl)(Cl)Cl)OC2C1O. The Y is -2.12 log mol/L. (9) The compound is O=S(=O)([O-])c1ccccc1/C=C\c1ccc(-c2ccc(/C=C\c3ccccc3S(=O)(=O)[O-])cc2)cc1.[Na+].[Na+]. The Y is -1.50 log mol/L. (10) The molecule is C[C@@H](Cl)[C@@H](C)Cl. The Y is -2.35 log mol/L.